Dataset: Forward reaction prediction with 1.9M reactions from USPTO patents (1976-2016). Task: Predict the product of the given reaction. (1) Given the reactants O[C:2]1[N:7]2[N:8]=[C:9]([CH2:11][CH2:12][CH3:13])[CH:10]=[C:6]2[N:5]=[C:4]([CH3:14])[C:3]=1[CH2:15][C:16]([O:18][CH3:19])=[O:17].P(Cl)(Cl)([Cl:22])=O.CN(C)C1C=CC=CC=1, predict the reaction product. The product is: [Cl:22][C:2]1[N:7]2[N:8]=[C:9]([CH2:11][CH2:12][CH3:13])[CH:10]=[C:6]2[N:5]=[C:4]([CH3:14])[C:3]=1[CH2:15][C:16]([O:18][CH3:19])=[O:17]. (2) Given the reactants Br[CH2:2][CH2:3][CH2:4][Cl:5].[CH3:6][N:7]([CH2:9][C:10]1([C:16]2[CH:21]=[CH:20][C:19]([OH:22])=[CH:18][CH:17]=2)[CH2:15][CH2:14][O:13][CH2:12][CH2:11]1)[CH3:8].C(=O)([O-])[O-].[K+].[K+], predict the reaction product. The product is: [Cl:5][CH2:4][CH2:3][CH2:2][O:22][C:19]1[CH:20]=[CH:21][C:16]([C:10]2([CH2:9][N:7]([CH3:8])[CH3:6])[CH2:15][CH2:14][O:13][CH2:12][CH2:11]2)=[CH:17][CH:18]=1.